The task is: Predict the product of the given reaction.. This data is from Forward reaction prediction with 1.9M reactions from USPTO patents (1976-2016). (1) Given the reactants C[O:2][C:3](=[O:34])[C:4]1[CH:9]=[CH:8][C:7]([O:10][CH:11]([C:18]2[CH:19]=[N:20][C:21]([C:24]3[CH:29]=[CH:28][C:27]([C:30]([F:33])([F:32])[F:31])=[CH:26][CH:25]=3)=[CH:22][CH:23]=2)[CH2:12][CH2:13][C:14]([CH3:17])([CH3:16])[CH3:15])=[CH:6][CH:5]=1.[OH-].[Na+].Cl, predict the reaction product. The product is: [CH3:15][C:14]([CH3:17])([CH3:16])[CH2:13][CH2:12][CH:11]([C:18]1[CH:19]=[N:20][C:21]([C:24]2[CH:25]=[CH:26][C:27]([C:30]([F:33])([F:31])[F:32])=[CH:28][CH:29]=2)=[CH:22][CH:23]=1)[O:10][C:7]1[CH:6]=[CH:5][C:4]([C:3]([OH:34])=[O:2])=[CH:9][CH:8]=1. (2) Given the reactants [Cl:1][C:2]1[CH:9]=[C:8]([N:10]([CH2:16][C:17]2[CH:22]=[CH:21][CH:20]=[CH:19][C:18]=2[CH3:23])[C@H:11]2[CH2:15][CH2:14][NH:13][CH2:12]2)[CH:7]=[CH:6][C:3]=1[C:4]#[N:5].[S:24]1[CH:28]=[CH:27][CH:26]=[C:25]1[CH:29]=O, predict the reaction product. The product is: [Cl:1][C:2]1[CH:9]=[C:8]([N:10]([CH2:16][C:17]2[CH:22]=[CH:21][CH:20]=[CH:19][C:18]=2[CH3:23])[C@H:11]2[CH2:15][CH2:14][N:13]([CH2:29][C:25]3[S:24][CH:28]=[CH:27][CH:26]=3)[CH2:12]2)[CH:7]=[CH:6][C:3]=1[C:4]#[N:5].